From a dataset of Full USPTO retrosynthesis dataset with 1.9M reactions from patents (1976-2016). Predict the reactants needed to synthesize the given product. (1) Given the product [Br:16][C:17]1[N:18]([C:2]2[CH:7]=[C:6]([C:8]([F:11])([F:10])[F:9])[CH:5]=[C:4]([F:12])[C:3]=2[N+:13]([O-:15])=[O:14])[CH:19]=[C:20]([CH3:22])[N:21]=1, predict the reactants needed to synthesize it. The reactants are: F[C:2]1[CH:7]=[C:6]([C:8]([F:11])([F:10])[F:9])[CH:5]=[C:4]([F:12])[C:3]=1[N+:13]([O-:15])=[O:14].[Br:16][C:17]1[NH:18][CH:19]=[C:20]([CH3:22])[N:21]=1.C([O-])([O-])=O.[K+].[K+].O. (2) Given the product [NH2:1][C:2]1[C:7]2=[C:8]([Br:14])[CH:9]=[C:10]([C:11](=[O:13])[CH3:12])[N:6]2[N:5]=[CH:4][N:3]=1, predict the reactants needed to synthesize it. The reactants are: [NH2:1][C:2]1[C:7]2=[CH:8][CH:9]=[C:10]([C:11](=[O:13])[CH3:12])[N:6]2[N:5]=[CH:4][N:3]=1.[Br:14]N1C(C)(C)C(=O)N(Br)C1=O. (3) Given the product [CH:3]1([NH:9][C:10]([NH:12][CH2:13][CH2:14][CH2:15][CH2:16][N:17]2[C:25]3[C:24]([CH3:26])=[C:23]([CH3:27])[N:22]4[N:28]=[N:29][N:30]=[C:21]4[C:20]=3[N:19]=[C:18]2[CH2:31][O:32][N:33]=[C:34]([CH3:45])[CH3:35])=[O:11])[CH2:4][CH2:5][CH2:6][CH2:7][CH2:8]1, predict the reactants needed to synthesize it. The reactants are: NN.[CH:3]1([NH:9][C:10]([NH:12][CH2:13][CH2:14][CH2:15][CH2:16][N:17]2[C:25]3[C:24]([CH3:26])=[C:23]([CH3:27])[N:22]4[N:28]=[N:29][N:30]=[C:21]4[C:20]=3[N:19]=[C:18]2[CH2:31][O:32][N:33]2C(=O)C3[C:35](=CC=CC=3)[C:34]2=O)=[O:11])[CH2:8][CH2:7][CH2:6][CH2:5][CH2:4]1.Cl[CH2:45]Cl. (4) Given the product [Cl:10][C:11]1[N:16]=[N:15][C:14]([NH:17][N:18]=[CH:8][C:6]2[CH:5]=[CH:4][CH:3]=[C:2]([CH3:1])[N:7]=2)=[CH:13][CH:12]=1, predict the reactants needed to synthesize it. The reactants are: [CH3:1][C:2]1[N:7]=[C:6]([CH:8]=O)[CH:5]=[CH:4][CH:3]=1.[Cl:10][C:11]1[N:16]=[N:15][C:14]([NH:17][NH2:18])=[CH:13][CH:12]=1. (5) Given the product [N:18]([CH2:1][CH2:2][CH2:3][CH2:4][C:5]#[CH:6])=[N+:19]=[N-:20], predict the reactants needed to synthesize it. The reactants are: [CH3:1][C:2]1C=[CH:6][C:5](S(OCCCCC#C)(=O)=O)=[CH:4][CH:3]=1.[N-:18]=[N+:19]=[N-:20].[Na+]. (6) Given the product [CH3:4][C:5]([CH3:6])=[CH:9][CH2:8][N:3]1[C:4](=[O:10])[C:5]2[CH:9]=[CH:8][NH:7][C:6]=2[N:1]=[CH:2]1, predict the reactants needed to synthesize it. The reactants are: [N:1]1[C:6]2[NH:7][CH:8]=[CH:9][C:5]=2[C:4](=[O:10])[NH:3][CH:2]=1.[H-].[Na+].